From a dataset of Forward reaction prediction with 1.9M reactions from USPTO patents (1976-2016). Predict the product of the given reaction. (1) Given the reactants IC1C=C(CC(O)([P:16](=[O:21])([O:19]C)[O:17]C)[P:10](=[O:15])([O:13]C)[O:11]C)C=CC=1.P([O-])(OCC)[O:24]CC.[Na+], predict the reaction product. The product is: [PH:10](=[O:11])([OH:15])[OH:13].[P:16]([OH:19])([OH:24])([OH:17])=[O:21]. (2) Given the reactants [CH3:1][S:2]([O:5][C:6]1[C:14]([O:15][CH3:16])=[CH:13][C:12]([C:17]2[N:18]([C:28]([O:30][C:31]([CH3:34])([CH3:33])[CH3:32])=[O:29])[C:19]3[C:24]([CH:25]=2)=[CH:23][C:22]([CH:26]=O)=[CH:21][CH:20]=3)=[C:11]2[C:7]=1[CH2:8][NH:9][C:10]2=[O:35])(=[O:4])=[O:3].[CH2:36]([NH:38][CH2:39][CH2:40][CH3:41])[CH3:37].C(O)(=O)C.C(O[BH-](OC(=O)C)OC(=O)C)(=O)C.[Na+], predict the reaction product. The product is: [CH3:1][S:2]([O:5][C:6]1[C:14]([O:15][CH3:16])=[CH:13][C:12]([C:17]2[N:18]([C:28]([O:30][C:31]([CH3:32])([CH3:33])[CH3:34])=[O:29])[C:19]3[C:24]([CH:25]=2)=[CH:23][C:22]([CH2:26][N:38]([CH2:39][CH2:40][CH3:41])[CH2:36][CH3:37])=[CH:21][CH:20]=3)=[C:11]2[C:7]=1[CH2:8][NH:9][C:10]2=[O:35])(=[O:3])=[O:4]. (3) Given the reactants [F:1][C:2]1[CH:3]=[C:4](B(O)O)[CH:5]=[CH:6][CH:7]=1.Cl[C:12]1[CH:13]=[C:14]([CH:18]=[C:19]([F:21])[CH:20]=1)[C:15]([OH:17])=[O:16].C(=O)([O-])[O-].[K+].[K+], predict the reaction product. The product is: [F:1][C:2]1[CH:3]=[C:4]([C:12]2[CH:20]=[C:19]([F:21])[CH:18]=[C:14]([C:15]([OH:17])=[O:16])[CH:13]=2)[CH:5]=[CH:6][CH:7]=1.